From a dataset of Forward reaction prediction with 1.9M reactions from USPTO patents (1976-2016). Predict the product of the given reaction. (1) Given the reactants Cl[CH2:2][C:3]1[CH:8]=[CH:7][C:6]([C:9]2([NH:12][C:13](=[O:15])[CH3:14])[CH2:11][CH2:10]2)=[CH:5][CH:4]=1.[S:16]1[CH:20]=[CH:19][N:18]=[C:17]1[N:21]1[CH2:26][CH2:25][NH:24][CH2:23][CH2:22]1, predict the reaction product. The product is: [S:16]1[CH:20]=[CH:19][N:18]=[C:17]1[N:21]1[CH2:22][CH2:23][N:24]([CH2:2][C:3]2[CH:8]=[CH:7][C:6]([C:9]3([NH:12][C:13](=[O:15])[CH3:14])[CH2:11][CH2:10]3)=[CH:5][CH:4]=2)[CH2:25][CH2:26]1. (2) Given the reactants [CH2:1]([O:3][C:4]([CH:6]1[CH2:11][CH2:10][N:9]([CH2:12][C:13]2[CH:22]=[CH:21][C:20]3[C:15](=[CH:16][CH:17]=[C:18]([OH:23])[CH:19]=3)[CH:14]=2)[CH2:8][CH2:7]1)=[O:5])[CH3:2].[C:24]1([CH:30]2[CH2:35][CH2:34][CH:33](O)[CH2:32][CH2:31]2)[CH:29]=[CH:28][CH:27]=[CH:26][CH:25]=1.C1(P(C2C=CC=CC=2)C2C=CC=CC=2)C=CC=CC=1.C1(C)C=CC=CC=1.N(C(OC(C)C)=O)=NC(OC(C)C)=O, predict the reaction product. The product is: [C:24]1([C@@H:30]2[CH2:35][CH2:34][C@H:33]([O:23][C:18]3[CH:19]=[C:20]4[C:15](=[CH:16][CH:17]=3)[CH:14]=[C:13]([CH2:12][N:9]3[CH2:10][CH2:11][CH:6]([C:4]([O:3][CH2:1][CH3:2])=[O:5])[CH2:7][CH2:8]3)[CH:22]=[CH:21]4)[CH2:32][CH2:31]2)[CH:29]=[CH:28][CH:27]=[CH:26][CH:25]=1. (3) Given the reactants Cl[C:2]1[N:11]=[C:10]([NH:12][CH2:13][C:14]2[CH:19]=[CH:18][C:17]3[O:20][CH2:21][O:22][C:16]=3[CH:15]=2)[C:9]2[C:4](=[CH:5][CH:6]=[C:7]([C:23]#[N:24])[CH:8]=2)[N:3]=1.[NH:25]1[CH2:30][CH2:29][O:28][CH2:27][CH2:26]1.C(O)(C)C, predict the reaction product. The product is: [O:28]1[CH2:29][CH2:30][N:25]([C:2]2[N:11]=[C:10]([NH:12][CH2:13][C:14]3[CH:19]=[CH:18][C:17]4[O:20][CH2:21][O:22][C:16]=4[CH:15]=3)[C:9]3[C:4](=[CH:5][CH:6]=[C:7]([C:23]#[N:24])[CH:8]=3)[N:3]=2)[CH2:26][CH2:27]1.